This data is from NCI-60 drug combinations with 297,098 pairs across 59 cell lines. The task is: Regression. Given two drug SMILES strings and cell line genomic features, predict the synergy score measuring deviation from expected non-interaction effect. Drug 1: C1=CC(=CC=C1CCC2=CNC3=C2C(=O)NC(=N3)N)C(=O)NC(CCC(=O)O)C(=O)O. Drug 2: CC1=CC=C(C=C1)C2=CC(=NN2C3=CC=C(C=C3)S(=O)(=O)N)C(F)(F)F. Cell line: RPMI-8226. Synergy scores: CSS=41.6, Synergy_ZIP=4.11, Synergy_Bliss=2.79, Synergy_Loewe=-24.3, Synergy_HSA=2.04.